From a dataset of Reaction yield outcomes from USPTO patents with 853,638 reactions. Predict the reaction yield, written as a fraction of the theoretical maximum amount of product (1.0 means a 100% yield; for example, 0.34 means a 34% yield). (1) The reactants are Cl[C:2]1[C:7]([N+:8]([O-:10])=[O:9])=[CH:6][N:5]=[C:4]([C:11]2[CH:16]=[CH:15][CH:14]=[CH:13][CH:12]=2)[N:3]=1.[CH:17]1([C:20]2[NH:24][N:23]=[C:22]([NH2:25])[CH:21]=2)[CH2:19][CH2:18]1. The catalyst is C(Cl)(Cl)Cl. The product is [CH:17]1([C:20]2[NH:24][N:23]=[C:22]([NH:25][C:2]3[C:7]([N+:8]([O-:10])=[O:9])=[CH:6][N:5]=[C:4]([C:11]4[CH:16]=[CH:15][CH:14]=[CH:13][CH:12]=4)[N:3]=3)[CH:21]=2)[CH2:19][CH2:18]1. The yield is 0.457. (2) The reactants are [CH3:1][S:2]([NH:5][C:6]1[C:7]([CH3:12])=[N:8][CH:9]=[CH:10][CH:11]=1)(=[O:4])=[O:3].O.[Se](=O)=[O:15]. The catalyst is O1CCOCC1. The product is [CH3:1][S:2]([NH:5][C:6]1[C:7]([CH:12]=[O:15])=[N:8][CH:9]=[CH:10][CH:11]=1)(=[O:3])=[O:4]. The yield is 0.830. (3) The reactants are C([O:3][C:4](=[O:23])[C:5]([CH3:22])([CH3:21])[CH2:6][CH2:7][CH2:8][S:9][CH2:10][S:11][CH2:12][CH2:13][CH2:14][C:15]([CH3:20])([CH3:19])[C:16]([OH:18])=[O:17])C.[OH-].[Na+]. The catalyst is C(O)C.O. The product is [CH3:21][C:5]([CH3:22])([CH2:6][CH2:7][CH2:8][S:9][CH2:10][S:11][CH2:12][CH2:13][CH2:14][C:15]([CH3:20])([CH3:19])[C:16]([OH:18])=[O:17])[C:4]([OH:23])=[O:3]. The yield is 0.470. (4) No catalyst specified. The reactants are [Cl:1][C:2]1[CH:7]=[C:6]([Cl:8])[CH:5]=[CH:4][C:3]=1[C:9]1[N:10]=[C:11]([C:14]2[CH:19]=[CH:18][C:17]([O:20][CH3:21])=[CH:16][CH:15]=2)[NH:12][CH:13]=1.[CH3:22][O:23][C:24]([C:26]1[CH:31]=[CH:30][C:29]([CH2:32]Br)=[CH:28][CH:27]=1)=[O:25]. The yield is 0.680. The product is [CH3:22][O:23][C:24](=[O:25])[C:26]1[CH:31]=[CH:30][C:29]([CH2:32][N:12]2[CH:13]=[C:9]([C:3]3[CH:4]=[CH:5][C:6]([Cl:8])=[CH:7][C:2]=3[Cl:1])[N:10]=[C:11]2[C:14]2[CH:19]=[CH:18][C:17]([O:20][CH3:21])=[CH:16][CH:15]=2)=[CH:28][CH:27]=1. (5) The reactants are [CH2:1]([O:3][C:4]([C:6]1[S:14][C:13]2[CH:12]=CN=[CH:9][C:8]=2[C:7]=1[NH:15][C:16]1[CH:21]=[CH:20][C:19](Br)=[CH:18][C:17]=1[F:23])=[O:5])[CH3:2].[I-:24].[Na+].CN[C@@H]1CCCC[C@H]1[NH:34][CH3:35]. The catalyst is O1CCOCC1.[Cu]I. The product is [CH2:1]([O:3][C:4]([C:6]1[S:14][C:13]2=[CH:12][N:34]=[CH:35][CH:9]=[C:8]2[C:7]=1[NH:15][C:16]1[CH:21]=[CH:20][C:19]([I:24])=[CH:18][C:17]=1[F:23])=[O:5])[CH3:2]. The yield is 0.740. (6) The reactants are O1CCCC1.Cl[C:7]1[CH:12]=[C:11]([C:13]([F:16])([F:15])[F:14])[CH:10]=[C:9]([Cl:17])[N:8]=1.[CH:18]1([Mg]Br)[CH2:23][CH2:22][CH2:21][CH2:20][CH2:19]1. The catalyst is [Fe](Cl)(Cl)Cl.O. The product is [Cl:17][C:9]1[CH:10]=[C:11]([C:13]([F:16])([F:15])[F:14])[CH:12]=[C:7]([CH:18]2[CH2:23][CH2:22][CH2:21][CH2:20][CH2:19]2)[N:8]=1. The yield is 0.530. (7) The reactants are [Br:1][C:2]1[CH:10]=[C:9]2[C:5]([C:6]([C:11](=[O:16])C(F)(F)F)=[CH:7][NH:8]2)=[CH:4][CH:3]=1.[OH-:17].[Na+]. No catalyst specified. The product is [Br:1][C:2]1[CH:10]=[C:9]2[C:5]([C:6]([C:11]([OH:16])=[O:17])=[CH:7][NH:8]2)=[CH:4][CH:3]=1. The yield is 0.800.